Dataset: Forward reaction prediction with 1.9M reactions from USPTO patents (1976-2016). Task: Predict the product of the given reaction. Given the reactants Br[C:2]12[CH2:11][C:6]3([CH3:12])[CH2:7][CH:8]([CH2:10][C:4]([CH3:13])([CH2:5]3)[CH2:3]1)[CH2:9]2.[NH2:14]C(N)=O.Cl, predict the reaction product. The product is: [NH2:14][C:2]12[CH2:11][C:6]3([CH3:12])[CH2:7][CH:8]([CH2:10][C:4]([CH3:13])([CH2:5]3)[CH2:3]1)[CH2:9]2.